The task is: Predict which catalyst facilitates the given reaction.. This data is from Catalyst prediction with 721,799 reactions and 888 catalyst types from USPTO. (1) The catalyst class is: 3. Product: [Cl:9][C:10]1[N:15]=[C:14]([NH:1][C@@H:2]([C:5]([CH3:8])([CH3:7])[CH3:6])[CH2:3][OH:4])[C:13]([F:17])=[CH:12][N:11]=1. Reactant: [NH2:1][C@@H:2]([C:5]([CH3:8])([CH3:7])[CH3:6])[CH2:3][OH:4].[Cl:9][C:10]1[N:15]=[C:14](Cl)[C:13]([F:17])=[CH:12][N:11]=1.C(N(CC)CC)C.[NH4+].[Cl-]. (2) Reactant: [CH3:1][O:2][C:3](=[O:15])[C:4]1[CH:13]=[C:12]([OH:14])[CH:11]=[C:6]([C:7]([O:9][CH3:10])=[O:8])[CH:5]=1.Cl[CH2:17][C:18]([NH2:20])=[O:19].C(=O)([O-])[O-].[K+].[K+].O. Product: [CH3:10][O:9][C:7](=[O:8])[C:6]1[CH:11]=[C:12]([O:14][CH2:17][C:18](=[O:19])[NH2:20])[CH:13]=[C:4]([C:3]([O:2][CH3:1])=[O:15])[CH:5]=1. The catalyst class is: 3.